Predict the reactants needed to synthesize the given product. From a dataset of Full USPTO retrosynthesis dataset with 1.9M reactions from patents (1976-2016). (1) Given the product [CH2:11]([C@H:14]([CH2:15][CH2:16][CH2:17][CH3:18])[C:19]([NH:27][C@@H:26]([CH2:28][CH2:29][C:30]1[CH:35]=[CH:34][CH:33]=[CH:32][CH:31]=1)[C:25]([O:24][CH2:22][CH3:23])=[O:36])=[O:44])[CH:12]=[CH2:13], predict the reactants needed to synthesize it. The reactants are: C(N1[C@H:12]([CH3:13])[C@H:11]([C:14]2[CH:19]=[CH:18][CH:17]=[CH:16][CH:15]=2)OC1=O)(=O)CCCCC.Cl.[CH2:22]([O:24][C:25](=[O:36])[C@H:26]([CH2:28][CH2:29][C:30]1[CH:35]=[CH:34][CH:33]=[CH:32][CH:31]=1)[NH2:27])[CH3:23].CN(C([O:44]N1N=NC2C=CC=NC1=2)=[N+](C)C)C.F[P-](F)(F)(F)(F)F.CN1CCOCC1. (2) Given the product [CH3:1][C:2]1[C@@H:3]([OH:13])[CH2:4][CH2:5][C:6]=1[C:7]1[CH:12]=[CH:11][CH:10]=[CH:9][N:8]=1, predict the reactants needed to synthesize it. The reactants are: [CH3:1][C:2]1[C:3](=[O:13])[CH2:4][CH2:5][C:6]=1[C:7]1[CH:12]=[CH:11][CH:10]=[CH:9][N:8]=1.B.C1COCC1. (3) Given the product [CH3:34][O:33][C:29]1[CH:28]=[CH:27][C:26]([N:35]2[CH2:36][CH2:37][N:38]([CH3:41])[CH2:39][CH2:40]2)=[C:25]2[C:30]=1[CH2:31][CH2:32][N:23]([C:21](=[O:22])[CH2:20][C:16]1[CH:17]=[CH:18][CH:19]=[C:14]([N:7]3[CH2:12][CH2:11][O:10][CH2:9][CH2:8]3)[CH:15]=1)[CH2:24]2, predict the reactants needed to synthesize it. The reactants are: CC(C)([O-])C.[Na+].[NH:7]1[CH2:12][CH2:11][O:10][CH2:9][CH2:8]1.Br[C:14]1[CH:15]=[C:16]([CH2:20][C:21]([N:23]2[CH2:32][CH2:31][C:30]3[C:25](=[C:26]([N:35]4[CH2:40][CH2:39][N:38]([CH3:41])[CH2:37][CH2:36]4)[CH:27]=[CH:28][C:29]=3[O:33][CH3:34])[CH2:24]2)=[O:22])[CH:17]=[CH:18][CH:19]=1.C1C=CC(P(C2C(C3C(P(C4C=CC=CC=4)C4C=CC=CC=4)=CC=C4C=3C=CC=C4)=C3C(C=CC=C3)=CC=2)C2C=CC=CC=2)=CC=1. (4) Given the product [CH2:64]([CH:66]([CH2:74][CH2:75][CH2:76][CH3:77])[CH2:67][O:68][C:69](=[O:73])[CH2:70][CH2:71][S:72][C:2]1[CH:7]=[CH:6][C:5]([C:8]([F:11])([F:10])[F:9])=[CH:4][C:3]=1[F:12])[CH3:65], predict the reactants needed to synthesize it. The reactants are: Br[C:2]1[CH:7]=[CH:6][C:5]([C:8]([F:11])([F:10])[F:9])=[CH:4][C:3]=1[F:12].CCN(C(C)C)C(C)C.CC1(C)C2C(=C(P(C3C=CC=CC=3)C3C=CC=CC=3)C=CC=2)OC2C(P(C3C=CC=CC=3)C3C=CC=CC=3)=CC=CC1=2.[CH2:64]([CH:66]([CH2:74][CH2:75][CH2:76][CH3:77])[CH2:67][O:68][C:69](=[O:73])[CH2:70][CH2:71][SH:72])[CH3:65].